This data is from Forward reaction prediction with 1.9M reactions from USPTO patents (1976-2016). The task is: Predict the product of the given reaction. Given the reactants [F:1][C:2]([F:13])([F:12])[C:3]1[CH:11]=[CH:10][C:6]([C:7](Cl)=O)=[CH:5][CH:4]=1.Cl[C:15]1[CH:20]=[CH:19][C:18]([C:21]#[N:22])=[CH:17][N:16]=1.ClC1C=C(Cl)C=CC=1C1[C:36]([C:37]2[NH:38][CH:39]=[CH:40][N:41]=2)=[CH:35][N:34]=[C:33]([NH:42][CH2:43][CH2:44][NH:45]C2C=CC([N+]([O-])=O)=CN=2)[N:32]=1, predict the reaction product. The product is: [NH:38]1[CH:39]=[CH:40][N:41]=[C:37]1[C:36]1[C:7]([C:6]2[CH:10]=[CH:11][C:3]([C:2]([F:13])([F:12])[F:1])=[CH:4][CH:5]=2)=[N:32][C:33]([NH:42][CH2:43][CH2:44][NH:45][C:15]2[N:16]=[CH:17][C:18]([C:21]#[N:22])=[CH:19][CH:20]=2)=[N:34][CH:35]=1.